Task: Predict the reaction yield, written as a fraction of the theoretical maximum amount of product (1.0 means a 100% yield; for example, 0.34 means a 34% yield).. Dataset: Reaction yield outcomes from USPTO patents with 853,638 reactions (1) The reactants are C(OC(=O)[NH:7][CH:8]([CH3:19])[C:9]([N:11]1[CH2:16][CH2:15][S:14](=[O:18])(=[O:17])[CH2:13][CH2:12]1)=[O:10])(C)(C)C.FC(F)(F)C(O)=O. The catalyst is C(Cl)Cl. The product is [NH2:7][CH:8]([CH3:19])[C:9]([N:11]1[CH2:16][CH2:15][S:14](=[O:18])(=[O:17])[CH2:13][CH2:12]1)=[O:10]. The yield is 1.00. (2) The reactants are Br[C:2]1[CH:23]=[CH:22][C:5]([C:6]([NH:8][S:9]([C:12]2[CH:17]=[CH:16][CH:15]=[CH:14][C:13]=2[S:18](=[O:21])(=[O:20])[NH2:19])(=[O:11])=[O:10])=[O:7])=[C:4]([F:24])[CH:3]=1.[CH3:25][C:26]([CH3:30])([CH3:29])[C:27]#[CH:28].C(NC(C)C)(C)C. The catalyst is CN(C)C=O.Cl[Pd](Cl)([P](C1C=CC=CC=1)(C1C=CC=CC=1)C1C=CC=CC=1)[P](C1C=CC=CC=1)(C1C=CC=CC=1)C1C=CC=CC=1. The product is [CH3:25][C:26]([CH3:30])([CH3:29])[C:27]#[C:28][C:2]1[CH:23]=[CH:22][C:5]([C:6]([NH:8][S:9]([C:12]2[CH:17]=[CH:16][CH:15]=[CH:14][C:13]=2[S:18](=[O:21])(=[O:20])[NH2:19])(=[O:11])=[O:10])=[O:7])=[C:4]([F:24])[CH:3]=1. The yield is 0.500.